Regression. Given two drug SMILES strings and cell line genomic features, predict the synergy score measuring deviation from expected non-interaction effect. From a dataset of NCI-60 drug combinations with 297,098 pairs across 59 cell lines. (1) Drug 1: CC1=C(C=C(C=C1)NC(=O)C2=CC=C(C=C2)CN3CCN(CC3)C)NC4=NC=CC(=N4)C5=CN=CC=C5. Drug 2: CS(=O)(=O)CCNCC1=CC=C(O1)C2=CC3=C(C=C2)N=CN=C3NC4=CC(=C(C=C4)OCC5=CC(=CC=C5)F)Cl. Cell line: CCRF-CEM. Synergy scores: CSS=-0.367, Synergy_ZIP=1.47, Synergy_Bliss=0.572, Synergy_Loewe=-6.49, Synergy_HSA=-6.02. (2) Drug 1: C1=CC=C(C=C1)NC(=O)CCCCCCC(=O)NO. Drug 2: C1=CN(C=N1)CC(O)(P(=O)(O)O)P(=O)(O)O. Cell line: SK-OV-3. Synergy scores: CSS=8.92, Synergy_ZIP=-3.17, Synergy_Bliss=3.78, Synergy_Loewe=-1.13, Synergy_HSA=3.83. (3) Drug 1: C1=CC(=C2C(=C1NCCNCCO)C(=O)C3=C(C=CC(=C3C2=O)O)O)NCCNCCO. Drug 2: CCN(CC)CCCC(C)NC1=C2C=C(C=CC2=NC3=C1C=CC(=C3)Cl)OC. Cell line: EKVX. Synergy scores: CSS=22.7, Synergy_ZIP=-7.49, Synergy_Bliss=-3.07, Synergy_Loewe=-0.368, Synergy_HSA=1.41. (4) Drug 1: CN1CCC(CC1)COC2=C(C=C3C(=C2)N=CN=C3NC4=C(C=C(C=C4)Br)F)OC. Drug 2: C1CC(C1)(C(=O)O)C(=O)O.[NH2-].[NH2-].[Pt+2]. Cell line: SK-MEL-28. Synergy scores: CSS=20.0, Synergy_ZIP=2.79, Synergy_Bliss=8.37, Synergy_Loewe=5.49, Synergy_HSA=5.60. (5) Drug 1: COC1=C(C=C2C(=C1)N=CN=C2NC3=CC(=C(C=C3)F)Cl)OCCCN4CCOCC4. Drug 2: C1=CN(C=N1)CC(O)(P(=O)(O)O)P(=O)(O)O. Cell line: NCIH23. Synergy scores: CSS=5.41, Synergy_ZIP=-6.27, Synergy_Bliss=-9.96, Synergy_Loewe=-7.59, Synergy_HSA=-6.86.